From a dataset of Reaction yield outcomes from USPTO patents with 853,638 reactions. Predict the reaction yield, written as a fraction of the theoretical maximum amount of product (1.0 means a 100% yield; for example, 0.34 means a 34% yield). (1) The reactants are [C:1]([Si:5]([CH3:22])([CH3:21])[O:6][C@H:7]1[CH2:12][CH2:11][C@H:10]([NH:13][C:14](=[O:20])[CH2:15][CH2:16][CH2:17][CH2:18]Cl)[CH2:9][CH2:8]1)([CH3:4])([CH3:3])[CH3:2].[H-].[Na+]. The catalyst is C1COCC1. The product is [C:1]([Si:5]([CH3:22])([CH3:21])[O:6][C@H:7]1[CH2:12][CH2:11][C@H:10]([N:13]2[CH2:18][CH2:17][CH2:16][CH2:15][C:14]2=[O:20])[CH2:9][CH2:8]1)([CH3:4])([CH3:3])[CH3:2]. The yield is 0.740. (2) The reactants are [Cl:1][C:2]1[CH:3]=[C:4]([NH:13][CH2:14][N:15](SC)[C:16]#[N:17])[CH:5]=[C:6]([C:9]([F:12])([F:11])[F:10])[C:7]=1[F:8].[NH2:20][NH2:21]. The catalyst is CCO. The product is [Cl:1][C:2]1[CH:3]=[C:4]([NH:13][C:14]2[N:15]=[C:16]([NH2:17])[NH:21][N:20]=2)[CH:5]=[C:6]([C:9]([F:12])([F:11])[F:10])[C:7]=1[F:8]. The yield is 0.830.